From a dataset of Forward reaction prediction with 1.9M reactions from USPTO patents (1976-2016). Predict the product of the given reaction. (1) Given the reactants Cl[C:2]1[C:7]([C:8]([O:10][CH2:11][CH3:12])=[O:9])=[CH:6][N:5]=[C:4]([S:13][CH3:14])[N:3]=1.Cl.[CH3:16][O:17][C:18](=[O:36])[CH:19]([NH2:35])[CH2:20][C:21]1[CH:26]=[C:25]([C:27]([F:30])([F:29])[F:28])[CH:24]=[C:23]([C:31]([F:34])([F:33])[F:32])[CH:22]=1.C(N(CC)CC)C.O, predict the reaction product. The product is: [F:28][C:27]([F:29])([F:30])[C:25]1[CH:26]=[C:21]([CH2:20][CH:19]([NH:35][C:2]2[C:7]([C:8]([O:10][CH2:11][CH3:12])=[O:9])=[CH:6][N:5]=[C:4]([S:13][CH3:14])[N:3]=2)[C:18]([O:17][CH3:16])=[O:36])[CH:22]=[C:23]([C:31]([F:34])([F:32])[F:33])[CH:24]=1. (2) Given the reactants Cl[C:2]1[C:11]([CH:12]=[O:13])=[CH:10][C:9]2[CH:8]=[C:7]3[O:14][CH2:15][O:16][C:6]3=[CH:5][C:4]=2[N:3]=1.[CH3:17][NH:18][CH3:19], predict the reaction product. The product is: [CH3:17][N:18]([CH3:19])[C:2]1[C:11]([CH:12]=[O:13])=[CH:10][C:9]2[CH:8]=[C:7]3[O:14][CH2:15][O:16][C:6]3=[CH:5][C:4]=2[N:3]=1. (3) Given the reactants C([NH:5][C:6]([NH:8][CH2:9][CH2:10][N:11]1[CH2:17][CH2:16][CH2:15][CH2:14][C:13]([CH2:26][CH3:27])([C:18]2[CH:23]=[CH:22][CH:21]=[C:20]([O:24][CH3:25])[CH:19]=2)[C:12]1=[O:28])=[O:7])(C)(C)C.C(O)(C(F)(F)F)=O, predict the reaction product. The product is: [CH2:26]([C:13]1([C:18]2[CH:23]=[CH:22][CH:21]=[C:20]([O:24][CH3:25])[CH:19]=2)[CH2:14][CH2:15][CH2:16][CH2:17][N:11]([CH2:10][CH2:9][NH:8][C:6]([NH2:5])=[O:7])[C:12]1=[O:28])[CH3:27]. (4) Given the reactants [C:1]([CH2:4][N:5]1[C:14]2[C:9](=[C:10]([CH2:17][CH:18]3[S:22][C:21](=[O:23])[NH:20][C:19]3=[O:24])[CH:11]=[CH:12][C:13]=2[O:15][CH3:16])[CH2:8][CH2:7][C:6]1=[O:25])(O)=[O:2].[F:26][C:27]([F:36])([F:35])[C:28]1[CH:29]=[C:30]([CH:32]=[CH:33][CH:34]=1)[NH2:31].ON1C2C=CC=CC=2N=N1.O, predict the reaction product. The product is: [F:26][C:27]([F:35])([F:36])[C:28]1[CH:29]=[C:30]([NH:31][C:1]([CH2:4][N:5]2[C:14]3[C:9](=[C:10]([CH2:17][CH:18]4[S:22][C:21](=[O:23])[NH:20][C:19]4=[O:24])[CH:11]=[CH:12][C:13]=3[O:15][CH3:16])[CH2:8][CH2:7][C:6]2=[O:25])=[O:2])[CH:32]=[CH:33][CH:34]=1. (5) Given the reactants C(NC1C=CC(C2C=C3C(CN([C@@H](C(C)C)C(O)=O)C3=O)=CC=2)=CC=1)(=O)C1C=CC=CC=1.[CH3:33][CH:34]([CH3:71])[C@H:35]([N:40]1[CH2:48][C:47]2[C:42](=[CH:43][C:44]([C:49]3[CH:54]=[CH:53][C:52]([NH:55][C:56](=[O:69])[C:57]4[CH:62]=[CH:61][C:60]([C:63]5[CH:64]=[N:65][CH:66]=[N:67][CH:68]=5)=[CH:59][CH:58]=4)=[CH:51][CH:50]=3)=[CH:45][CH:46]=2)[C:41]1=[O:70])[C:36]([O:38]C)=[O:37], predict the reaction product. The product is: [CH3:33][CH:34]([CH3:71])[C@H:35]([N:40]1[CH2:48][C:47]2[C:42](=[CH:43][C:44]([C:49]3[CH:50]=[CH:51][C:52]([NH:55][C:56](=[O:69])[C:57]4[CH:62]=[CH:61][C:60]([C:63]5[CH:68]=[N:67][CH:66]=[N:65][CH:64]=5)=[CH:59][CH:58]=4)=[CH:53][CH:54]=3)=[CH:45][CH:46]=2)[C:41]1=[O:70])[C:36]([OH:38])=[O:37]. (6) Given the reactants [C:1](Cl)(=[O:3])[CH3:2].N1C=CC=CC=1.[CH3:11][O:12][C:13]1[N:18]=[CH:17][C:16]([C:19]2[S:20][C:21]3[CH:27]=[C:26]([NH2:28])[CH:25]=[CH:24][C:22]=3[N:23]=2)=[CH:15][CH:14]=1, predict the reaction product. The product is: [CH3:11][O:12][C:13]1[N:18]=[CH:17][C:16]([C:19]2[S:20][C:21]3[CH:27]=[C:26]([NH:28][C:1](=[O:3])[CH3:2])[CH:25]=[CH:24][C:22]=3[N:23]=2)=[CH:15][CH:14]=1. (7) Given the reactants Cl[C:2]1[N:3]=[C:4]([N:16]2[CH2:21][CH2:20][O:19][CH2:18][C@@H:17]2[CH3:22])[C:5]2[CH:10]([CH3:11])[S:9](=[O:13])(=[O:12])[C:8]([CH3:15])([CH3:14])[C:6]=2[N:7]=1.[CH2:23]([NH:25][C:26]([NH:28][C:29]1[CH:34]=[CH:33][C:32](B2OC(C)(C)C(C)(C)O2)=[CH:31][CH:30]=1)=[O:27])[CH3:24], predict the reaction product. The product is: [CH2:23]([NH:25][C:26]([NH:28][C:29]1[CH:34]=[CH:33][C:32]([C:2]2[N:3]=[C:4]([N:16]3[CH2:21][CH2:20][O:19][CH2:18][C@@H:17]3[CH3:22])[C:5]3[CH:10]([CH3:11])[S:9](=[O:13])(=[O:12])[C:8]([CH3:15])([CH3:14])[C:6]=3[N:7]=2)=[CH:31][CH:30]=1)=[O:27])[CH3:24]. (8) Given the reactants [F:1][C:2]1[CH:22]=[CH:21][CH:20]=[C:19]([F:23])[C:3]=1[CH2:4][O:5][C:6]1[C:7]2[N:8]([C:13]([C:17]#[CH:18])=[C:14]([CH3:16])[N:15]=2)[CH:9]=[C:10]([CH3:12])[CH:11]=1.[N:24]([Si](C)(C)C)=[N+:25]=[N-:26], predict the reaction product. The product is: [F:1][C:2]1[CH:22]=[CH:21][CH:20]=[C:19]([F:23])[C:3]=1[CH2:4][O:5][C:6]1[C:7]2[N:8]([C:13]([C:17]3[CH:18]=[N:26][NH:25][N:24]=3)=[C:14]([CH3:16])[N:15]=2)[CH:9]=[C:10]([CH3:12])[CH:11]=1. (9) The product is: [OH:1][CH:2]1[CH2:3][CH2:4][N:5]([C:8]2[CH:9]=[CH:10][C:11]([C:12]([NH:14][C:15]3[CH:16]=[C:17]4[C:21](=[CH:22][CH:23]=3)[N:20]([C:24]3[CH:47]=[CH:46][C:27]([C:28]([NH:30][C:31]5[CH:32]=[C:33]6[C:37](=[CH:38][CH:39]=5)[N:36]([CH2:40][C:41]([NH:50][CH2:51][C:52]([O:54][CH3:55])=[O:53])=[O:42])[CH:35]=[CH:34]6)=[O:29])=[CH:26][CH:25]=3)[CH:19]=[CH:18]4)=[O:13])=[CH:48][CH:49]=2)[CH2:6][CH2:7]1. Given the reactants [OH:1][CH:2]1[CH2:7][CH2:6][N:5]([C:8]2[CH:49]=[CH:48][C:11]([C:12]([NH:14][C:15]3[CH:16]=[C:17]4[C:21](=[CH:22][CH:23]=3)[N:20]([C:24]3[CH:47]=[CH:46][C:27]([C:28]([NH:30][C:31]5[CH:32]=[C:33]6[C:37](=[CH:38][CH:39]=5)[N:36]([CH2:40][C:41](OCC)=[O:42])[CH:35]=[CH:34]6)=[O:29])=[CH:26][CH:25]=3)[CH:19]=[CH:18]4)=[O:13])=[CH:10][CH:9]=2)[CH2:4][CH2:3]1.[NH2:50][CH2:51][C:52]([O:54][CH3:55])=[O:53], predict the reaction product.